From a dataset of Forward reaction prediction with 1.9M reactions from USPTO patents (1976-2016). Predict the product of the given reaction. Given the reactants Cl[C:2]1[CH:7]=[C:6]([O:8][C:9]2[C:18]3[C:13](=[CH:14][CH:15]=[CH:16][CH:17]=3)[C:12]([NH:19][C:20](=[O:26])[O:21][C:22]([CH3:25])([CH3:24])[CH3:23])=[CH:11][CH:10]=2)[CH:5]=[CH:4][N:3]=1.[NH2:27][C:28]1[CH:33]=[CH:32][C:31]([P:34]([C:39]2[CH:44]=[CH:43][CH:42]=[CH:41][CH:40]=2)(=[O:38])[O:35][CH2:36][CH3:37])=[C:30]([O:45][CH3:46])[CH:29]=1.C(=O)([O-])[O-].[K+].[K+].CC(C1C=C(C(C)C)C(C2C(P(C3CCCCC3)C3CCCCC3)=C(OC)C=CC=2OC)=C(C(C)C)C=1)C, predict the reaction product. The product is: [CH2:36]([O:35][P:34]([C:31]1[CH:32]=[CH:33][C:28]([NH:27][C:2]2[CH:7]=[C:6]([O:8][C:9]3[C:18]4[C:13](=[CH:14][CH:15]=[CH:16][CH:17]=4)[C:12]([NH:19][C:20](=[O:26])[O:21][C:22]([CH3:23])([CH3:24])[CH3:25])=[CH:11][CH:10]=3)[CH:5]=[CH:4][N:3]=2)=[CH:29][C:30]=1[O:45][CH3:46])([C:39]1[CH:40]=[CH:41][CH:42]=[CH:43][CH:44]=1)=[O:38])[CH3:37].